This data is from Catalyst prediction with 721,799 reactions and 888 catalyst types from USPTO. The task is: Predict which catalyst facilitates the given reaction. Reactant: [ClH:1].[Cl:2][C:3]1[CH:8]=[CH:7][CH:6]=[C:5]([Cl:9])[C:4]=1[C:10]1[NH:11][C:12]2[CH:18]=[C:17]([C:19](Cl)=[O:20])[CH:16]=[CH:15][C:13]=2[N:14]=1.C([N:24]([CH2:27][CH3:28])CC)C.C([O:32][CH2:33][CH3:34])(=O)C. Product: [Cl:1][C:3]1[CH:8]=[CH:7][C:34]([C:33](=[O:32])[CH:27]([NH:24][C:19]([C:17]2[CH:16]=[CH:15][C:13]3[N:14]=[C:10]([C:4]4[C:3]([Cl:2])=[CH:8][CH:7]=[CH:6][C:5]=4[Cl:9])[NH:11][C:12]=3[CH:18]=2)=[O:20])[CH3:28])=[CH:5][CH:4]=1. The catalyst class is: 1.